Dataset: Reaction yield outcomes from USPTO patents with 853,638 reactions. Task: Predict the reaction yield, written as a fraction of the theoretical maximum amount of product (1.0 means a 100% yield; for example, 0.34 means a 34% yield). The catalyst is CO.O.CN(C=O)C.C(OCC)(=O)C. The product is [Br:1][C:2]1[CH:3]=[C:4]2[C:9](=[CH:10][CH:11]=1)[CH:8]=[C:7]([C:12]([NH:23][CH3:21])=[O:14])[CH:6]=[CH:5]2. The yield is 0.800. The reactants are [Br:1][C:2]1[CH:3]=[C:4]2[C:9](=[CH:10][CH:11]=1)[CH:8]=[C:7]([C:12]([OH:14])=O)[CH:6]=[CH:5]2.S(Cl)(Cl)=O.CN.[CH2:21]([N:23](CC)CC)C.